From a dataset of NCI-60 drug combinations with 297,098 pairs across 59 cell lines. Regression. Given two drug SMILES strings and cell line genomic features, predict the synergy score measuring deviation from expected non-interaction effect. (1) Drug 1: C1=CC(=CC=C1CCC2=CNC3=C2C(=O)NC(=N3)N)C(=O)NC(CCC(=O)O)C(=O)O. Drug 2: CCCS(=O)(=O)NC1=C(C(=C(C=C1)F)C(=O)C2=CNC3=C2C=C(C=N3)C4=CC=C(C=C4)Cl)F. Cell line: SK-OV-3. Synergy scores: CSS=40.5, Synergy_ZIP=4.84, Synergy_Bliss=3.04, Synergy_Loewe=-17.4, Synergy_HSA=2.66. (2) Drug 1: CS(=O)(=O)OCCCCOS(=O)(=O)C. Drug 2: C1C(C(OC1N2C=NC3=C2NC=NCC3O)CO)O. Cell line: SW-620. Synergy scores: CSS=10.6, Synergy_ZIP=-6.46, Synergy_Bliss=-4.83, Synergy_Loewe=-2.49, Synergy_HSA=-3.45.